This data is from Full USPTO retrosynthesis dataset with 1.9M reactions from patents (1976-2016). The task is: Predict the reactants needed to synthesize the given product. Given the product [C:3]([O:6][C@H:7]([CH3:24])[CH2:8][CH2:9][CH2:10][CH2:11][N:12]1[C:21](=[O:22])[C:20]2[N:19]([CH3:25])[N:18]=[N:17][C:16]=2[N:15]([CH3:23])[C:13]1=[O:14])(=[O:5])[CH3:4], predict the reactants needed to synthesize it. The reactants are: [H-].[Na+].[C:3]([O:6][C@H:7]([CH3:24])[CH2:8][CH2:9][CH2:10][CH2:11][N:12]1[C:21](=[O:22])[C:20]2[NH:19][N:18]=[N:17][C:16]=2[N:15]([CH3:23])[C:13]1=[O:14])(=[O:5])[CH3:4].[CH3:25]I.